From a dataset of Reaction yield outcomes from USPTO patents with 853,638 reactions. Predict the reaction yield, written as a fraction of the theoretical maximum amount of product (1.0 means a 100% yield; for example, 0.34 means a 34% yield). (1) The reactants are [NH:1]1[CH:5]=[CH:4][N:3]=[CH:2]1.[O-:6]CC.[Na+].[Br:10][C:11]1[CH:16]=[CH:15][C:14]([C:17]([F:20])([F:19])[F:18])=[CH:13][C:12]=1F.O. The catalyst is O1CCOCC1.CO. The product is [NH4+:1].[OH-:6].[Br:10][C:11]1[CH:12]=[CH:13][C:14]([C:17]([F:18])([F:19])[F:20])=[CH:15][C:16]=1[N:1]1[CH:5]=[CH:4][N:3]=[CH:2]1. The yield is 0.00100. (2) The reactants are O1CCCCC1[O:7][CH2:8][CH2:9][N:10]1[CH:14]=[C:13]([C:15]2[N:20]=[C:19]3[N:21]([CH2:24][C:25]4[CH:26]=[C:27]5[C:32](=[CH:33][CH:34]=4)[N:31]=[CH:30][CH:29]=[CH:28]5)[N:22]=[N:23][C:18]3=[N:17][CH:16]=2)[CH:12]=[N:11]1.O1CCOCC1.Cl. The catalyst is C(Cl)Cl. The product is [N:31]1[C:32]2[C:27](=[CH:26][C:25]([CH2:24][N:21]3[C:19]4[C:18](=[N:17][CH:16]=[C:15]([C:13]5[CH:12]=[N:11][N:10]([CH2:9][CH2:8][OH:7])[CH:14]=5)[N:20]=4)[N:23]=[N:22]3)=[CH:34][CH:33]=2)[CH:28]=[CH:29][CH:30]=1. The yield is 0.630. (3) The reactants are [NH2:1][C@H:2]([C:7]([OH:9])=[O:8])[C:3]([CH3:6])([CH3:5])[CH3:4].[Cl-].[Li+].C(=O)([O-])[O-].[Cs+].[Cs+].[F:18][C:19]1[CH:20]=[C:21](Br)[CH:22]=[C:23]([C:25]([F:28])([F:27])[F:26])[CH:24]=1. The catalyst is [Cu]I.C(O)(C)(C)C. The product is [F:18][C:19]1[CH:20]=[C:21]([NH:1][C@@H:2]([C:3]([CH3:6])([CH3:5])[CH3:4])[C:7]([OH:9])=[O:8])[CH:22]=[C:23]([C:25]([F:26])([F:27])[F:28])[CH:24]=1. The yield is 0.770. (4) The reactants are Br[C:2]1[CH:10]=[CH:9][CH:8]=[C:7]2[C:3]=1[C:4]1([C:20]3=[CH:21][C:22]4[O:26][CH2:25][O:24][C:23]=4[CH:27]=[C:19]3[O:18][CH2:17]1)[C:5](=[O:16])[N:6]2[CH2:11][CH2:12][CH2:13][CH2:14][CH3:15].C(N(CC)CC)C.[NH2:35][C:36]1[CH:41]=[CH:40][CH:39]=[CH:38][N:37]=1.[C]=O.CN(C)[CH:46]=[O:47]. The catalyst is C(OCC)(=O)C.C1C=CC([P]([Pd]([P](C2C=CC=CC=2)(C2C=CC=CC=2)C2C=CC=CC=2)([P](C2C=CC=CC=2)(C2C=CC=CC=2)C2C=CC=CC=2)[P](C2C=CC=CC=2)(C2C=CC=CC=2)C2C=CC=CC=2)(C2C=CC=CC=2)C2C=CC=CC=2)=CC=1. The product is [O:16]=[C:5]1[C:4]2([C:20]3=[CH:21][C:22]4[O:26][CH2:25][O:24][C:23]=4[CH:27]=[C:19]3[O:18][CH2:17]2)[C:3]2[C:2]([C:46]([NH:35][C:36]3[CH:41]=[CH:40][CH:39]=[CH:38][N:37]=3)=[O:47])=[CH:10][CH:9]=[CH:8][C:7]=2[N:6]1[CH2:11][CH2:12][CH2:13][CH2:14][CH3:15]. The yield is 0.140. (5) The reactants are [C:1](O[C:1]([O:3][C:4]([CH3:7])([CH3:6])[CH3:5])=[O:2])([O:3][C:4]([CH3:7])([CH3:6])[CH3:5])=[O:2].[NH2:16][C:17]1[CH:22]=[C:21]([CH:23]([C:25]2[CH:30]=[C:29]([F:31])[CH:28]=[CH:27][C:26]=2[F:32])[OH:24])[C:20]([Cl:33])=[CH:19][N:18]=1. The catalyst is CN(C)C1C=CN=CC=1.ClCCl. The product is [C:1](=[O:2])([O:3][C:4]([CH3:7])([CH3:6])[CH3:5])[O:24][CH:23]([C:21]1[C:20]([Cl:33])=[CH:19][N:18]=[C:17]([NH2:16])[CH:22]=1)[C:25]1[CH:30]=[C:29]([F:31])[CH:28]=[CH:27][C:26]=1[F:32]. The yield is 0.920. (6) The product is [CH3:13][C@@H:14]([N:21]1[CH2:2][C:3](=[O:4])[C:5]2([CH2:6][CH2:7]2)[C:8]1=[O:10])[C:15]1[CH:20]=[CH:19][CH:18]=[CH:17][CH:16]=1. The reactants are Br[CH2:2][C:3]([C:5]1([C:8]([O:10]CC)=O)[CH2:7][CH2:6]1)=[O:4].[CH3:13][C@@H:14]([NH2:21])[C:15]1[CH:20]=[CH:19][CH:18]=[CH:17][CH:16]=1.CCN(CC)CC. The catalyst is C1COCC1. The yield is 0.800. (7) The reactants are [N:1]([C@H:4]1[C@@H:9]([CH3:10])[CH2:8][N:7]([C:11]2[CH:16]=[CH:15][N:14]=[CH:13][C:12]=2[NH:17][C:18](=[O:34])[C:19]2[CH:24]=[CH:23][C:22]([F:25])=[C:21]([C:26]3[C:31]([F:32])=[CH:30][CH:29]=[CH:28][C:27]=3[F:33])[N:20]=2)[CH2:6][C@H:5]1[NH:35][C:36](=[O:42])[O:37][C:38]([CH3:41])([CH3:40])[CH3:39])=[N+:2]=[N-:3].C.[CH:44]#[C:45][CH3:46].C(N(CC)CC)C. The catalyst is O1CCOCC1.[Cu]. The product is [F:32][C:31]1[CH:30]=[CH:29][CH:28]=[C:27]([F:33])[C:26]=1[C:21]1[N:20]=[C:19]([C:18]([NH:17][C:12]2[CH:13]=[N:14][CH:15]=[CH:16][C:11]=2[N:7]2[CH2:8][C@H:9]([CH3:10])[C@H:4]([N:1]3[CH:44]=[C:45]([CH3:46])[N:3]=[N:2]3)[C@H:5]([NH:35][C:36](=[O:42])[O:37][C:38]([CH3:41])([CH3:40])[CH3:39])[CH2:6]2)=[O:34])[CH:24]=[CH:23][C:22]=1[F:25]. The yield is 0.950. (8) The reactants are [Na].CO.[F:4][C:5]([F:12])([F:11])[C:6]([O:8]CC)=O.[C:13]([C:16]1[CH:17]=[N:18][CH:19]=[CH:20][CH:21]=1)(=[O:15])[CH3:14]. The catalyst is O. The product is [F:12][C:5]([F:4])([F:11])[C:6](=[O:8])[CH2:14][C:13]([C:16]1[CH:17]=[N:18][CH:19]=[CH:20][CH:21]=1)=[O:15]. The yield is 0.820. (9) The reactants are [CH3:1][O:2][C:3]1[N:8]=[C:7]([C:9]2[CH:10]=[C:11]([CH:14]=[CH:15][CH:16]=2)[CH:12]=[O:13])[CH:6]=[C:5]([NH:17][CH2:18][CH2:19][C:20]2[CH:25]=[CH:24][C:23]([O:26][CH3:27])=[CH:22][CH:21]=2)[N:4]=1.[BH4-].[Na+]. The catalyst is C(Cl)Cl.CO. The product is [CH3:1][O:2][C:3]1[N:8]=[C:7]([C:9]2[CH:10]=[C:11]([CH2:12][OH:13])[CH:14]=[CH:15][CH:16]=2)[CH:6]=[C:5]([NH:17][CH2:18][CH2:19][C:20]2[CH:21]=[CH:22][C:23]([O:26][CH3:27])=[CH:24][CH:25]=2)[N:4]=1. The yield is 1.00. (10) The reactants are [C:1]([O:6][C:7]12[CH2:16][CH:11]3[CH2:12][CH:13]([CH2:15][C:9]([C:17](Cl)=[O:18])([CH2:10]3)[CH2:8]1)[CH2:14]2)(=[O:5])[C:2]([CH3:4])=[CH2:3].[F:20][C:21]([F:28])([S:24]([O-:27])(=[O:26])=[O:25])[CH2:22][OH:23].[C:29]1([S+:35]([C:42]2[CH:47]=[CH:46][CH:45]=[CH:44][CH:43]=2)[C:36]2[CH:41]=[CH:40][CH:39]=[CH:38][CH:37]=2)[CH:34]=[CH:33][CH:32]=[CH:31][CH:30]=1.C(N(CC)CC)C.Cl. The catalyst is C(Cl)Cl. The product is [F:20][C:21]([F:28])([S:24]([O-:27])(=[O:26])=[O:25])[CH2:22][O:23][C:17]([C:9]12[CH2:15][CH:13]3[CH2:12][CH:11]([CH2:16][C:7]([O:6][C:1](=[O:5])[C:2]([CH3:4])=[CH2:3])([CH2:14]3)[CH2:8]1)[CH2:10]2)=[O:18].[C:42]1([S+:35]([C:29]2[CH:30]=[CH:31][CH:32]=[CH:33][CH:34]=2)[C:36]2[CH:41]=[CH:40][CH:39]=[CH:38][CH:37]=2)[CH:43]=[CH:44][CH:45]=[CH:46][CH:47]=1. The yield is 0.820.